Dataset: Full USPTO retrosynthesis dataset with 1.9M reactions from patents (1976-2016). Task: Predict the reactants needed to synthesize the given product. (1) Given the product [OH:7][CH2:6][C:5]([NH:4][C:1](=[O:3])[CH3:2])([CH2:11][OH:12])[CH2:16][CH:17]([OH:18])[C:19]1[CH:24]=[CH:23][C:22]([S:25][C:26]2[CH:31]=[CH:30][C:29]([C:32]3[N:33]=[C:34]([CH:37]([CH3:38])[CH3:39])[O:35][CH:36]=3)=[CH:28][CH:27]=2)=[CH:21][CH:20]=1, predict the reactants needed to synthesize it. The reactants are: [C:1]([NH:4][C:5]([CH2:16][C:17]([C:19]1[CH:24]=[CH:23][C:22]([S:25][C:26]2[CH:31]=[CH:30][C:29]([C:32]3[N:33]=[C:34]([CH:37]([CH3:39])[CH3:38])[O:35][CH:36]=3)=[CH:28][CH:27]=2)=[CH:21][CH:20]=1)=[O:18])([C:11](OCC)=[O:12])[C:6](OCC)=[O:7])(=[O:3])[CH3:2].OP([O-])([O-])=O.[K+].[K+].[BH4-].[Na+].[OH-].[Na+]. (2) The reactants are: [C:1]([CH2:3][CH:4]([N:8]1[CH:12]=[C:11]([C:13]2[N:18]3[CH:19]=[CH:20][N:21]=[C:17]3[CH:16]=[C:15]([C:22]([O:24]C)=[O:23])[N:14]=2)[CH:10]=[N:9]1)[CH:5]1[CH2:7][CH2:6]1)#[N:2].CO.[Li+].[OH-]. Given the product [C:1]([CH2:3][CH:4]([N:8]1[CH:12]=[C:11]([C:13]2[N:18]3[CH:19]=[CH:20][N:21]=[C:17]3[CH:16]=[C:15]([C:22]([OH:24])=[O:23])[N:14]=2)[CH:10]=[N:9]1)[CH:5]1[CH2:6][CH2:7]1)#[N:2], predict the reactants needed to synthesize it.